This data is from Forward reaction prediction with 1.9M reactions from USPTO patents (1976-2016). The task is: Predict the product of the given reaction. (1) Given the reactants [F:1][C:2]([F:27])([F:26])[CH2:3][N:4]1[C:8]([C:9]2[N:10]=[C:11]3[C:17]4[CH:18]=[C:19]([C:22](O)=[O:23])[CH:20]=[CH:21][C:16]=4[O:15][CH2:14][CH2:13][N:12]3[CH:25]=2)=[N:7][CH:6]=[N:5]1.[N:28]1([CH2:34][CH2:35][OH:36])[CH2:33][CH2:32][NH:31][CH2:30][CH2:29]1, predict the reaction product. The product is: [OH:36][CH2:35][CH2:34][N:28]1[CH2:33][CH2:32][N:31]([C:22]([C:19]2[CH:20]=[CH:21][C:16]3[O:15][CH2:14][CH2:13][N:12]4[CH:25]=[C:9]([C:8]5[N:4]([CH2:3][C:2]([F:26])([F:1])[F:27])[N:5]=[CH:6][N:7]=5)[N:10]=[C:11]4[C:17]=3[CH:18]=2)=[O:23])[CH2:30][CH2:29]1. (2) Given the reactants C([O:3][C:4](=[O:23])[CH2:5][N:6]1[C:11]2[CH:12]=[C:13]([C:18]([F:21])([F:20])[F:19])[C:14]([O:16][CH3:17])=[CH:15][C:10]=2[O:9][CH2:8][C:7]1=[O:22])C.[Li+].[OH-].CC#N.O.FC(F)(F)C(O)=O, predict the reaction product. The product is: [CH3:17][O:16][C:14]1[C:13]([C:18]([F:21])([F:19])[F:20])=[CH:12][C:11]2[N:6]([CH2:5][C:4]([OH:23])=[O:3])[C:7](=[O:22])[CH2:8][O:9][C:10]=2[CH:15]=1. (3) Given the reactants C([C:4]1[CH:8]=[C:7]([Cl:9])[S:6][C:5]=1[C:10]1[CH:15]=[CH:14][C:13]([C:16]2[CH:21]=[CH:20][C:19]([C:22]3([C:25]([OH:27])=[O:26])[CH2:24][CH2:23]3)=[CH:18][CH:17]=2)=[CH:12][CH:11]=1)(=O)N.[N:28]1[CH:33]=CC=CC=1.FC(F)(F)C(OI(C1C=CC=CC=1)OC(=O)C(F)(F)F)=[O:37].[S:55]1[CH:59]=[C:58]([CH:60]([OH:62])[CH3:61])[CH:57]=[N:56]1, predict the reaction product. The product is: [Cl:9][C:7]1[S:6][C:5]([C:10]2[CH:15]=[CH:14][C:13]([C:16]3[CH:17]=[CH:18][C:19]([C:22]4([C:25]([OH:27])=[O:26])[CH2:24][CH2:23]4)=[CH:20][CH:21]=3)=[CH:12][CH:11]=2)=[C:4]([NH:28][C:33]([O:62][CH:60]([C:58]2[CH:57]=[N:56][S:55][CH:59]=2)[CH3:61])=[O:37])[CH:8]=1. (4) Given the reactants Cl.CN(C)CCCN=C=NCC.N1C2C(=NC=CC=2)N(O)N=1.[Cl:23][C:24]1[CH:34]=[C:33]([C:35]2[CH2:40][CH2:39][C:38](=[O:41])[NH:37][N:36]=2)[CH:32]=[CH:31][C:25]=1[O:26][CH2:27][C:28]([OH:30])=O.Cl.[NH2:43][CH2:44][CH2:45][NH:46][C:47](=[O:56])[CH2:48][C:49]1[CH:54]=[CH:53][C:52]([OH:55])=[CH:51][CH:50]=1.C(N(CC)CC)C.Cl, predict the reaction product. The product is: [Cl:23][C:24]1[CH:34]=[C:33]([C:35]2[CH2:40][CH2:39][C:38](=[O:41])[NH:37][N:36]=2)[CH:32]=[CH:31][C:25]=1[O:26][CH2:27][C:28]([NH:43][CH2:44][CH2:45][NH:46][C:47](=[O:56])[CH2:48][C:49]1[CH:50]=[CH:51][C:52]([OH:55])=[CH:53][CH:54]=1)=[O:30]. (5) Given the reactants F[C:2]1[CH:9]=[CH:8][C:7]([N+:10]([O-:12])=[O:11])=[CH:6][C:3]=1[CH:4]=O.C(=O)([O-])[O-].[K+].[K+].[C:19]([O:23][CH2:24][CH3:25])(=[O:22])[CH2:20][SH:21].Cl, predict the reaction product. The product is: [N+:10]([C:7]1[CH:8]=[CH:9][C:2]2[S:21][C:20]([C:19]([O:23][CH2:24][CH3:25])=[O:22])=[CH:4][C:3]=2[CH:6]=1)([O-:12])=[O:11]. (6) Given the reactants Cl[S:2]([N:5]1[CH2:10][CH2:9][O:8][C:7]2[N:11]=[CH:12][C:13]([C:15]([O:17][CH3:18])=[O:16])=[CH:14][C:6]1=2)(=[O:4])=[O:3].Cl.[F:20][C:21]([F:29])([F:28])[CH:22]1[CH2:27][CH2:26][NH:25][CH2:24][CH2:23]1, predict the reaction product. The product is: [F:20][C:21]([F:29])([F:28])[CH:22]1[CH2:27][CH2:26][N:25]([S:2]([N:5]2[CH2:10][CH2:9][O:8][C:7]3[N:11]=[CH:12][C:13]([C:15]([O:17][CH3:18])=[O:16])=[CH:14][C:6]2=3)(=[O:4])=[O:3])[CH2:24][CH2:23]1. (7) Given the reactants [OH-].[Na+].[O:3]=[C:4]([CH:6](P(=O)(OCC)OCC)[CH2:7][CH2:8][CH2:9][CH2:10][CH2:11][CH3:12])[CH3:5].[CH:21]1([CH:24]=O)[CH2:23][CH2:22]1, predict the reaction product. The product is: [CH:21]1(/[CH:24]=[CH:5]/[C:4](=[O:3])/[C:6](=[CH:24]/[CH:21]2[CH2:23][CH2:22]2)/[CH2:7][CH2:8][CH2:9][CH2:10][CH2:11][CH3:12])[CH2:23][CH2:22]1.[CH:21]1(/[CH:24]=[C:6](\[CH2:7][CH2:8][CH2:9][CH2:10][CH2:11][CH3:12])/[C:4](=[O:3])[CH3:5])[CH2:23][CH2:22]1. (8) Given the reactants [C:1]([O:5][C:6](=[O:38])[CH:7]=[CH:8][CH:9]1[CH2:16][N:15]2[C:17]3[CH:18]=[C:19]([C:30]([O:32][CH3:33])=[O:31])[CH:20]=[CH:21][C:22]=3[C:23]([CH:24]3[CH2:29][CH2:28][CH2:27][CH2:26][CH2:25]3)=[C:14]2[C:13]2[CH:34]=[CH:35][CH:36]=[CH:37][C:12]=2[O:11][CH2:10]1)([CH3:4])([CH3:3])[CH3:2].[BH4-].[Na+], predict the reaction product. The product is: [C:1]([O:5][C:6](=[O:38])[CH2:7][CH2:8][CH:9]1[CH2:16][N:15]2[C:17]3[CH:18]=[C:19]([C:30]([O:32][CH3:33])=[O:31])[CH:20]=[CH:21][C:22]=3[C:23]([CH:24]3[CH2:29][CH2:28][CH2:27][CH2:26][CH2:25]3)=[C:14]2[C:13]2[CH:34]=[CH:35][CH:36]=[CH:37][C:12]=2[O:11][CH2:10]1)([CH3:4])([CH3:2])[CH3:3].